Dataset: Peptide-MHC class I binding affinity with 185,985 pairs from IEDB/IMGT. Task: Regression. Given a peptide amino acid sequence and an MHC pseudo amino acid sequence, predict their binding affinity value. This is MHC class I binding data. (1) The peptide sequence is CTDPYSQMV. The MHC is HLA-B08:02 with pseudo-sequence HLA-B08:02. The binding affinity (normalized) is 0.0847. (2) The peptide sequence is TSLSMTCIAV. The MHC is HLA-A68:02 with pseudo-sequence HLA-A68:02. The binding affinity (normalized) is 0.121. (3) The peptide sequence is AAVKAGASI. The MHC is HLA-B07:02 with pseudo-sequence HLA-B07:02. The binding affinity (normalized) is 0.295. (4) The peptide sequence is STLNFNNLY. The MHC is HLA-A02:02 with pseudo-sequence HLA-A02:02. The binding affinity (normalized) is 0. (5) The peptide sequence is KQINPPTVY. The binding affinity (normalized) is 0.0847. The MHC is HLA-A11:01 with pseudo-sequence HLA-A11:01. (6) The peptide sequence is GETPIAYRNV. The MHC is HLA-B44:02 with pseudo-sequence HLA-B44:02. The binding affinity (normalized) is 0.0251. (7) The peptide sequence is GHYTHITAK. The MHC is HLA-B27:05 with pseudo-sequence HLA-B27:05. The binding affinity (normalized) is 0.222.